Predict the reactants needed to synthesize the given product. From a dataset of Full USPTO retrosynthesis dataset with 1.9M reactions from patents (1976-2016). (1) Given the product [CH3:3][S:4][C:5]1[S:9][C:8]([C:10]2[N:11]=[C:12]([O:19][C:20]3[CH:21]=[CH:22][C:23]([CH2:26][C:27]([OH:29])=[O:28])=[CH:24][CH:25]=3)[C:13]3[CH2:18][CH2:17][CH2:16][C:14]=3[N:15]=2)=[CH:7][CH:6]=1, predict the reactants needed to synthesize it. The reactants are: [OH-].[Na+].[CH3:3][S:4][C:5]1[S:9][C:8]([C:10]2[N:11]=[C:12]([O:19][C:20]3[CH:25]=[CH:24][C:23]([CH2:26][C:27]([O:29]C)=[O:28])=[CH:22][CH:21]=3)[C:13]3[CH2:18][CH2:17][CH2:16][C:14]=3[N:15]=2)=[CH:7][CH:6]=1.Cl. (2) The reactants are: [C:1]1([C:7]2[C:11]([C:12]([F:15])([F:14])[F:13])=[C:10]([C:16]3[O:20][N:19]=[C:18]4[C:21]5[C:26]([CH2:27][CH2:28][C:17]=34)=[CH:25][C:24]([CH2:29][N:30]3[CH2:33][CH:32]([C:34](O)=[O:35])[CH2:31]3)=[CH:23][CH:22]=5)[O:9][N:8]=2)[CH:6]=[CH:5][CH:4]=[CH:3][CH:2]=1.[CH3:37][S:38]([NH2:41])(=[O:40])=[O:39].C(N(CC)CC)C.F[P-](F)(F)(F)(F)F.N1([O:65][C:66](N(C)C)=[N+](C)C)C2N=CC=CC=2N=N1. Given the product [CH3:37][S:38]([NH:41][C:34]([CH:32]1[CH2:31][N:30]([CH2:29][C:24]2[CH:25]=[C:26]3[C:21](=[CH:22][CH:23]=2)[C:18]2=[N:19][O:20][C:16]([C:10]4[O:9][N:8]=[C:7]([C:1]5[CH:6]=[CH:5][CH:4]=[CH:3][CH:2]=5)[C:11]=4[C:12]([F:13])([F:14])[F:15])=[C:17]2[CH2:28][CH2:27]3)[CH2:33]1)=[O:35])(=[O:40])=[O:39].[C:66]([OH:65])([C:12]([F:15])([F:14])[F:13])=[O:39], predict the reactants needed to synthesize it. (3) Given the product [F:18][C:4]1[CH:3]=[C:2]([C:21]2[CH:22]=[CH:23][CH:24]=[CH:25][C:20]=2[OH:19])[CH:17]=[CH:16][C:5]=1[C:6]([O:8][CH2:9][C:10]1[CH:15]=[CH:14][CH:13]=[CH:12][CH:11]=1)=[O:7], predict the reactants needed to synthesize it. The reactants are: Br[C:2]1[CH:17]=[CH:16][C:5]([C:6]([O:8][CH2:9][C:10]2[CH:15]=[CH:14][CH:13]=[CH:12][CH:11]=2)=[O:7])=[C:4]([F:18])[CH:3]=1.[OH:19][C:20]1[CH:25]=[CH:24][CH:23]=[CH:22][C:21]=1B(O)O.C(=O)([O-])[O-].[Na+].[Na+]. (4) Given the product [CH3:1][O:2][C:3]1[CH:8]=[CH:7][CH:6]=[CH:5][C:4]=1[N:9]1[CH2:10][CH2:11][C:12]([C:19]2[CH:24]=[CH:23][CH:22]=[C:21]([O:25][CH3:26])[CH:20]=2)([C:15]([OH:17])=[O:16])[CH2:13][CH2:14]1, predict the reactants needed to synthesize it. The reactants are: [CH3:1][O:2][C:3]1[CH:8]=[CH:7][CH:6]=[CH:5][C:4]=1[N:9]1[CH2:14][CH2:13][C:12]([C:19]2[CH:24]=[CH:23][CH:22]=[C:21]([O:25][CH3:26])[CH:20]=2)([C:15]([O:17]C)=[O:16])[CH2:11][CH2:10]1.[OH-].[Li+]. (5) Given the product [F:21][C:22]1[CH:23]=[CH:24][C:25]([C@@H:28]([NH:31][C:2]2[N:7]=[C:6]([NH:8][C:9]3[CH:13]=[C:12]([O:14][CH:15]([CH3:17])[CH3:16])[NH:11][N:10]=3)[C:5]([N+:18]([O-:20])=[O:19])=[CH:4][CH:3]=2)[CH2:29][CH3:30])=[N:26][CH:27]=1, predict the reactants needed to synthesize it. The reactants are: Cl[C:2]1[N:7]=[C:6]([NH:8][C:9]2[CH:13]=[C:12]([O:14][CH:15]([CH3:17])[CH3:16])[NH:11][N:10]=2)[C:5]([N+:18]([O-:20])=[O:19])=[CH:4][CH:3]=1.[F:21][C:22]1[CH:23]=[CH:24][C:25]([C@@H:28]([NH2:31])[CH2:29][CH3:30])=[N:26][CH:27]=1.C(N(C(C)C)CC)(C)C. (6) Given the product [CH3:1][C:2]1[C:7](=[O:8])[N:6]2[CH2:9][CH2:10][CH2:11][N:12]([CH2:21][C:22](=[O:23])[C:24]3[CH:29]=[CH:28][CH:27]=[CH:26][CH:25]=3)[C:5]2=[N:4][C:3]=1[C:13]1[CH:18]=[CH:17][N:16]=[CH:15][N:14]=1, predict the reactants needed to synthesize it. The reactants are: [CH3:1][C:2]1[C:7](=[O:8])[N:6]2[CH2:9][CH2:10][CH2:11][NH:12][C:5]2=[N:4][C:3]=1[C:13]1[CH:18]=[CH:17][N:16]=[CH:15][N:14]=1.[H-].[Na+].[CH2:21](Br)[C:22]([C:24]1[CH:29]=[CH:28][CH:27]=[CH:26][CH:25]=1)=[O:23].[Cl-].[Na+]. (7) Given the product [CH3:31][S:32]([C:35]1[CH:40]=[CH:39][CH:38]=[CH:37][C:36]=1[S:41]([NH:1][C:2]1[CH:7]=[CH:6][C:5]([N:8]2[CH2:9][CH2:10][NH:11][CH2:12][CH2:13]2)=[CH:4][C:3]=1[NH:21][S:22]([C:25]1[CH:30]=[CH:29][CH:28]=[CH:27][CH:26]=1)(=[O:23])=[O:24])(=[O:43])=[O:42])(=[O:34])=[O:33], predict the reactants needed to synthesize it. The reactants are: [NH2:1][C:2]1[CH:7]=[CH:6][C:5]([N:8]2[CH2:13][CH2:12][N:11](C(OC(C)(C)C)=O)[CH2:10][CH2:9]2)=[CH:4][C:3]=1[NH:21][S:22]([C:25]1[CH:30]=[CH:29][CH:28]=[CH:27][CH:26]=1)(=[O:24])=[O:23].[CH3:31][S:32]([C:35]1[CH:40]=[CH:39][CH:38]=[CH:37][C:36]=1[S:41](Cl)(=[O:43])=[O:42])(=[O:34])=[O:33]. (8) Given the product [Cl:1][C:2]1[CH:7]=[CH:6][CH:5]=[CH:4][C:3]=1[NH:8][C:9]1[C:18]2[C:13](=[CH:14][CH:15]=[CH:16][CH:17]=2)[N:12]2[N:19]=[CH:20][C:21]([C:22]([NH2:31])=[O:23])=[C:11]2[N:10]=1, predict the reactants needed to synthesize it. The reactants are: [Cl:1][C:2]1[CH:7]=[CH:6][CH:5]=[CH:4][C:3]=1[NH:8][C:9]1[C:18]2[C:13](=[CH:14][CH:15]=[CH:16][CH:17]=2)[N:12]2[N:19]=[CH:20][C:21]([C:22](O)=[O:23])=[C:11]2[N:10]=1.C1C=CC2N(O)N=[N:31]C=2C=1.CCN=C=NCCCN(C)C.[Cl-].[NH4+].CCN(C(C)C)C(C)C.CCN(C(C)C)C(C)C.[Cl-].[NH4+].C1C=CC2N(O)N=NC=2C=1.CCN=C=NCCCN(C)C. (9) Given the product [ClH:43].[O:1]1[C:6]2[CH:7]=[CH:8][C:9]([CH2:11][NH:12][CH:20]3[CH2:25][CH2:24][N:23]([CH2:26][CH2:27][N:28]4[C:37]5[CH:36]=[CH:35][CH:34]=[C:33]([C:38]([O:40][CH3:41])=[O:39])[C:32]=5[CH:31]=[CH:30][C:29]4=[O:42])[CH2:22][CH2:21]3)=[CH:10][C:5]=2[O:4][CH2:3][CH2:2]1, predict the reactants needed to synthesize it. The reactants are: [O:1]1[C:6]2[CH:7]=[CH:8][C:9]([CH2:11][N:12]([CH:20]3[CH2:25][CH2:24][N:23]([CH2:26][CH2:27][N:28]4[C:37]5[C:32](=[C:33]([C:38]([O:40][CH3:41])=[O:39])[CH:34]=[CH:35][CH:36]=5)[CH:31]=[CH:30][C:29]4=[O:42])[CH2:22][CH2:21]3)C(=O)OC(C)(C)C)=[CH:10][C:5]=2[O:4][CH2:3][CH2:2]1.[ClH:43].C(OCC)(=O)C. (10) Given the product [ClH:34].[F:1][C:2]1[CH:28]=[C:27]([N:29]2[CH:33]=[N:32][N:31]=[N:30]2)[CH:26]=[CH:25][C:3]=1[O:4][CH2:5][C:6]1[CH:10]=[N:9][N:8]([CH:11]2[CH2:16][CH2:15][NH:14][CH:13]([CH3:24])[CH2:12]2)[N:7]=1, predict the reactants needed to synthesize it. The reactants are: [F:1][C:2]1[CH:28]=[C:27]([N:29]2[CH:33]=[N:32][N:31]=[N:30]2)[CH:26]=[CH:25][C:3]=1[O:4][CH2:5][C:6]1[CH:10]=[N:9][N:8]([CH:11]2[CH2:16][CH2:15][N:14](C(OC(C)(C)C)=O)[CH:13]([CH3:24])[CH2:12]2)[N:7]=1.[ClH:34].FC1C=C(S(C)(=O)=O)C=CC=1OCC1N=CN(C2CCNCC2)N=1.